From a dataset of Catalyst prediction with 721,799 reactions and 888 catalyst types from USPTO. Predict which catalyst facilitates the given reaction. (1) Reactant: [Cl:1][C:2]1[C:3]([N:8]2[C:12]([C:13]3[O:18][C:17](=[O:19])[C:16]4[CH:20]=[C:21]([I:25])[CH:22]=[C:23]([CH3:24])[C:15]=4[N:14]=3)=[CH:11][C:10]([CH2:26][N:27]3[CH:31]=[C:30]([C:32]([F:35])([F:34])[F:33])[N:29]=[N:28]3)=[N:9]2)=[N:4][CH:5]=[CH:6][CH:7]=1.[CH2:36]([NH2:38])[CH3:37]. Product: [Cl:1][C:2]1[C:3]([N:8]2[C:12]([C:13]([NH:14][C:15]3[C:23]([CH3:24])=[CH:22][C:21]([I:25])=[CH:20][C:16]=3[C:17](=[O:19])[NH:38][CH2:36][CH3:37])=[O:18])=[CH:11][C:10]([CH2:26][N:27]3[CH:31]=[C:30]([C:32]([F:34])([F:33])[F:35])[N:29]=[N:28]3)=[N:9]2)=[N:4][CH:5]=[CH:6][CH:7]=1. The catalyst class is: 7. (2) Reactant: IC1C=CC=CC=1S([O-])(=O)=O.[Na+].OOS([O-])=O.[K+].S([O-])([O-])(=O)=O.[Na+].[Na+].[CH3:26][C:27]1[CH2:32][CH:31]([C:33]([CH3:35])=[CH2:34])[CH2:30][CH:29]([OH:36])[CH:28]=1. Product: [CH3:26][C:27]1[CH2:32][CH:31]([C:33]([CH3:35])=[CH2:34])[CH2:30][C:29](=[O:36])[CH:28]=1. The catalyst class is: 13. (3) The catalyst class is: 244. Product: [C:14]([O:13][C@@H:8]([C:6]1[CH:5]=[CH:4][CH:3]=[C:2]([Br:1])[N:7]=1)[CH2:9][CH2:10][CH2:11][CH3:12])(=[O:16])[CH3:15]. Reactant: [Br:1][C:2]1[N:7]=[C:6]([CH:8]([OH:13])[CH2:9][CH2:10][CH2:11][CH3:12])[CH:5]=[CH:4][CH:3]=1.[C:14](OC=C)(=[O:16])[CH3:15]. (4) Reactant: [CH3:1][O:2][CH2:3][O:4][C:5]1[CH:10]=[C:9]([O:11][CH2:12][O:13][CH3:14])[CH:8]=[CH:7][C:6]=1[C:15]1[CH2:20][CH2:19][CH2:18][C:17](=O)[CH:16]=1.Cl.[NH2:23][OH:24].C(N(CC)CC)C. Product: [CH3:1][O:2][CH2:3][O:4][C:5]1[CH:10]=[C:9]([O:11][CH2:12][O:13][CH3:14])[CH:8]=[CH:7][C:6]=1[C:15]1[CH2:20][CH2:19][CH2:18][C:17](=[N:23][OH:24])[CH:16]=1. The catalyst class is: 8. (5) Reactant: [CH2:1]([C:4]1[C:31]([CH3:32])=[CH:30][C:7]2[N:8]=[C:9]3[C:14]([N:15]([CH2:16][CH2:17][CH2:18][C:19]4[CH:24]=[CH:23][C:22]([CH2:25]C=C)=[CH:21][CH:20]=4)[C:6]=2[CH:5]=1)=[N:13][C:12](=[O:28])[NH:11][C:10]3=[O:29])[CH:2]=[CH2:3]. Product: [CH3:32][C:31]1[C:4]2[CH2:1][CH:2]=[CH:3][CH2:25][C:22]3[CH:23]=[CH:24][C:19]([CH2:18][CH2:17][CH2:16][N:15]4[C:6]([CH:5]=2)=[C:7]([CH:30]=1)[N:8]=[C:9]1[C:14]4=[N:13][C:12](=[O:28])[NH:11][C:10]1=[O:29])=[CH:20][CH:21]=3. The catalyst class is: 390. (6) Reactant: [OH:1][C:2]1[CH:7]=[CH:6][C:5]([C:8]2[O:9][C:10]3[C:16]([O:17][CH3:18])=[CH:15][C:14]([OH:19])=[CH:13][C:11]=3[CH:12]=2)=[CH:4][CH:3]=1.O=P(Cl)(Cl)Cl.[OH-].[Na+].Cl.[C:28]([O-])(O)=[O:29].[Na+]. Product: [OH:19][C:14]1[C:13]([CH:28]=[O:29])=[C:11]2[CH:12]=[C:8]([C:5]3[CH:4]=[CH:3][C:2]([OH:1])=[CH:7][CH:6]=3)[O:9][C:10]2=[C:16]([O:17][CH3:18])[CH:15]=1. The catalyst class is: 3.